This data is from Catalyst prediction with 721,799 reactions and 888 catalyst types from USPTO. The task is: Predict which catalyst facilitates the given reaction. (1) Reactant: C([O:8][CH2:9][C@@:10]12[CH2:19][C:18]([F:21])([F:20])[CH2:17][C@@H:11]1[C:12]([CH2:15][OH:16])=[N:13][O:14]2)C1C=CC=CC=1.B(Cl)(Cl)Cl.CO. Product: [F:21][C:18]1([F:20])[CH2:17][C@@H:11]2[C:12]([CH2:15][OH:16])=[N:13][O:14][C@:10]2([CH2:9][OH:8])[CH2:19]1. The catalyst class is: 4. (2) Reactant: [CH:1]1([C:4]([C:12]2[CH:17]=[CH:16][CH:15]=[CH:14][CH:13]=2)([C:6]2[CH:11]=[CH:10][CH:9]=[CH:8][CH:7]=2)O)[CH2:3][CH2:2]1.[BrH:18]. Product: [C:6]1([C:4]([C:12]2[CH:17]=[CH:16][CH:15]=[CH:14][CH:13]=2)=[CH:1][CH2:2][CH2:3][Br:18])[CH:11]=[CH:10][CH:9]=[CH:8][CH:7]=1. The catalyst class is: 229. (3) Reactant: [Br:1][C:2]1[CH:3]=[C:4]([CH:41]=[C:42]([Br:45])[C:43]=1[OH:44])[CH2:5][C@H:6]([C:8]([NH:10][C@H:11]([C:27]([N:29]1[CH2:34][CH2:33][N:32]([C:35]2[CH:40]=[CH:39][N:38]=[CH:37][CH:36]=2)[CH2:31][CH2:30]1)=[O:28])[CH2:12][CH2:13][CH2:14][CH2:15][NH:16][C:17]([O:19][CH2:20][C:21]1[CH:26]=[CH:25][CH:24]=[CH:23][CH:22]=1)=[O:18])=[O:9])[NH2:7].[CH3:46][O:47][C:48]1[CH:58]=[CH:57][CH:56]=[CH:55][C:49]=1[CH2:50][CH2:51][N:52]=[C:53]=[O:54].[K+].[Br-].BrBr. Product: [CH3:46][O:47][C:48]1[CH:58]=[CH:57][CH:56]=[CH:55][C:49]=1[CH2:50][CH2:51][NH:52][C:53]([NH:7][C@@H:6]([C:8]([NH:10][C@H:11]([C:27]([N:29]1[CH2:34][CH2:33][N:32]([C:35]2[CH:40]=[CH:39][N:38]=[CH:37][CH:36]=2)[CH2:31][CH2:30]1)=[O:28])[CH2:12][CH2:13][CH2:14][CH2:15][NH:16][C:17]([O:19][CH2:20][C:21]1[CH:26]=[CH:25][CH:24]=[CH:23][CH:22]=1)=[O:18])=[O:9])[CH2:5][C:4]1[CH:3]=[C:2]([Br:1])[C:43]([OH:44])=[C:42]([Br:45])[CH:41]=1)=[O:54]. The catalyst class is: 7.